Dataset: Forward reaction prediction with 1.9M reactions from USPTO patents (1976-2016). Task: Predict the product of the given reaction. (1) Given the reactants CS(O[CH2:6][CH2:7][O:8][CH2:9][CH2:10][NH:11][C:12]([O:14][C:15]([CH3:18])([CH3:17])[CH3:16])=[O:13])(=O)=O.[CH3:19][S-:20].[Na+], predict the reaction product. The product is: [CH3:19][S:20][CH2:6][CH2:7][O:8][CH2:9][CH2:10][NH:11][C:12](=[O:13])[O:14][C:15]([CH3:16])([CH3:17])[CH3:18]. (2) Given the reactants [Cl:1][C:2]1[C:10]2[N:9]=[C:8]3[N:11]([C:15]4[CH:20]=[CH:19][C:18]([Cl:21])=[CH:17][C:16]=4[Cl:22])[CH2:12][CH2:13][CH2:14][N:7]3[C:6]=2[C:5]([CH:23]([CH:25]2[CH2:27][CH2:26]2)[OH:24])=[CH:4][CH:3]=1.[C:28](OC(=O)C)(=[O:30])[CH3:29], predict the reaction product. The product is: [C:28]([O:24][CH:23]([C:5]1[C:6]2[N:7]3[CH2:14][CH2:13][CH2:12][N:11]([C:15]4[CH:20]=[CH:19][C:18]([Cl:21])=[CH:17][C:16]=4[Cl:22])[C:8]3=[N:9][C:10]=2[C:2]([Cl:1])=[CH:3][CH:4]=1)[CH:25]1[CH2:27][CH2:26]1)(=[O:30])[CH3:29]. (3) The product is: [Cl:27][C:28]1[N:35]2[C:31]([S:32][C:33]([C:8]3[C@H:9]([CH3:10])[C@@H:5]4[C@@H:4]([C@H:2]([OH:1])[CH3:3])[C:25](=[O:26])[N:6]4[C:7]=3[C:12]([O:14][CH2:15][C:16]3[CH:17]=[CH:18][C:19]([N+:22]([O-:24])=[O:23])=[CH:20][CH:21]=3)=[O:13])=[CH:34]2)=[C:30]([C:49]([C:51]2[CH:52]=[N:53][CH:54]=[CH:55][CH:56]=2)=[O:50])[N:29]=1. Given the reactants [OH:1][C@@H:2]([C@H:4]1[C:25](=[O:26])[N:6]2[C@@H:7]([C:12]([O:14][CH2:15][C:16]3[CH:21]=[CH:20][C:19]([N+:22]([O-:24])=[O:23])=[CH:18][CH:17]=3)=[O:13])[C:8](=O)[C@H:9]([CH3:10])[C@H:5]12)[CH3:3].[Cl:27][C:28]1[N:35]2[C:31]([S:32][C:33]([Sn](CCCC)(CCCC)CCCC)=[CH:34]2)=[C:30]([C:49]([C:51]2[CH:52]=[N:53][CH:54]=[CH:55][CH:56]=2)=[O:50])[N:29]=1, predict the reaction product. (4) Given the reactants [CH3:1][O:2][C:3]1[CH:11]=[C:10]2[C:6]([C:7](=[O:13])[C:8](=[O:12])[NH:9]2)=[CH:5][CH:4]=1.Br[CH2:15][CH2:16][CH:17]1[CH2:22][CH2:21][CH2:20][CH2:19][CH2:18]1, predict the reaction product. The product is: [CH:17]1([CH2:16][CH2:15][N:9]2[C:10]3[C:6](=[CH:5][CH:4]=[C:3]([O:2][CH3:1])[CH:11]=3)[C:7](=[O:13])[C:8]2=[O:12])[CH2:22][CH2:21][CH2:20][CH2:19][CH2:18]1.